This data is from Full USPTO retrosynthesis dataset with 1.9M reactions from patents (1976-2016). The task is: Predict the reactants needed to synthesize the given product. (1) Given the product [N:1]1[CH:6]=[CH:5][CH:4]=[C:3]([CH2:7][CH2:8][NH:9][C:20]([C:18]2[S:19][C:12]3[C:13](=[N:14][CH:15]=[CH:16][C:11]=3[Cl:10])[CH:17]=2)=[O:21])[CH:2]=1, predict the reactants needed to synthesize it. The reactants are: [N:1]1[CH:6]=[CH:5][CH:4]=[C:3]([CH2:7][CH2:8][NH2:9])[CH:2]=1.[Cl:10][C:11]1[CH:16]=[CH:15][N:14]=[C:13]2[CH:17]=[C:18]([C:20]([O-])=[O:21])[S:19][C:12]=12.[Li+]. (2) The reactants are: [OH:1][C@H:2]1[CH2:7][CH2:6][C@H:5]([C:8]([OH:10])=O)[CH2:4][CH2:3]1.[C:11]([C:15]1[N:20]=[C:19]([N:21]2[CH2:26][CH2:25][N:24]([CH2:27][CH2:28][C@H:29]3[CH2:34][CH2:33][C@H:32]([NH2:35])[CH2:31][CH2:30]3)[CH2:23][CH2:22]2)[CH:18]=[C:17]([CH:36]2[CH2:39][CH2:38][CH2:37]2)[N:16]=1)([CH3:14])([CH3:13])[CH3:12].CN(C(ON1N=NC2C=CC=NC1=2)=[N+](C)C)C.F[P-](F)(F)(F)(F)F.C(N(C(C)C)CC)(C)C. Given the product [C:11]([C:15]1[N:20]=[C:19]([N:21]2[CH2:22][CH2:23][N:24]([CH2:27][CH2:28][C@H:29]3[CH2:30][CH2:31][C@H:32]([NH:35][C:8]([C@H:5]4[CH2:4][CH2:3][C@H:2]([OH:1])[CH2:7][CH2:6]4)=[O:10])[CH2:33][CH2:34]3)[CH2:25][CH2:26]2)[CH:18]=[C:17]([CH:36]2[CH2:39][CH2:38][CH2:37]2)[N:16]=1)([CH3:14])([CH3:12])[CH3:13], predict the reactants needed to synthesize it. (3) The reactants are: [C:1]([NH:11][C@H:12]([C:14]([OH:16])=O)[CH3:13])([O:3][CH2:4][C:5]1[CH:10]=[CH:9][CH:8]=[CH:7][CH:6]=1)=[O:2].Cl.[CH3:18][NH:19][O:20][CH3:21].CCN(C(C)C)C(C)C.CCN=C=NCCCN(C)C.Cl.Cl. Given the product [CH3:21][O:20][N:19]([CH3:18])[C:14](=[O:16])[C@@H:12]([NH:11][C:1](=[O:2])[O:3][CH2:4][C:5]1[CH:6]=[CH:7][CH:8]=[CH:9][CH:10]=1)[CH3:13], predict the reactants needed to synthesize it. (4) Given the product [F:55][C:2]([F:1])([F:54])[C:3]1[CH:4]=[C:5]([C@H:13]2[O:17][C:16](=[O:18])[N:15]3[C@H:19]([C:22]4[CH:27]=[C:26]([C:28]([F:29])([F:30])[F:31])[CH:25]=[CH:24][C:23]=4[C:32]4[CH:33]=[C:34]([C:40]5[CH:52]=[CH:51][C:43]([C:44]([OH:46])=[O:45])=[CH:42][C:41]=5[CH3:53])[CH:35]=[N:36][C:37]=4[O:38][CH3:39])[CH2:20][CH2:21][C@@H:14]23)[CH:6]=[C:7]([C:9]([F:12])([F:11])[F:10])[CH:8]=1, predict the reactants needed to synthesize it. The reactants are: [F:1][C:2]([F:55])([F:54])[C:3]1[CH:4]=[C:5]([C@H:13]2[O:17][C:16](=[O:18])[N:15]3[C@H:19]([C:22]4[CH:27]=[C:26]([C:28]([F:31])([F:30])[F:29])[CH:25]=[CH:24][C:23]=4[C:32]4[CH:33]=[C:34]([C:40]5[CH:52]=[CH:51][C:43]([C:44]([O:46]C(C)(C)C)=[O:45])=[CH:42][C:41]=5[CH3:53])[CH:35]=[N:36][C:37]=4[O:38][CH3:39])[CH2:20][CH2:21][C@@H:14]23)[CH:6]=[C:7]([C:9]([F:12])([F:11])[F:10])[CH:8]=1. (5) Given the product [Cl:18][C:14]1[CH:15]=[CH:16][CH:17]=[C:9]2[C:10]=1[C:11](=[O:12])[NH:7][C:6]([CH2:5][Cl:4])=[N:8]2, predict the reactants needed to synthesize it. The reactants are: C[O-].[Na+].[Cl:4][CH2:5][C:6]#[N:7].[NH2:8][C:9]1[CH:17]=[CH:16][CH:15]=[C:14]([Cl:18])[C:10]=1[C:11](O)=[O:12]. (6) Given the product [CH2:18]([O:25][C@H:26]([C@H:28]([N:36]1[CH:40]=[C:39]([C:41]([NH2:43])=[O:42])[N:38]=[CH:37]1)[CH2:29][CH2:30][O:1][C:2]1[CH:3]=[C:4]2[C:9](=[CH:10][CH:11]=1)[N:8]=[CH:7][CH:6]=[CH:5]2)[CH3:27])[C:19]1[CH:24]=[CH:23][CH:22]=[CH:21][CH:20]=1, predict the reactants needed to synthesize it. The reactants are: [OH:1][C:2]1[CH:3]=[C:4]2[C:9](=[CH:10][CH:11]=1)[N:8]=[CH:7][CH:6]=[CH:5]2.C(=O)([O-])[O-].[K+].[K+].[CH2:18]([O:25][C@H:26]([C@H:28]([N:36]1[CH:40]=[C:39]([C:41]([NH2:43])=[O:42])[N:38]=[CH:37]1)[CH2:29][CH2:30]OS(C)(=O)=O)[CH3:27])[C:19]1[CH:24]=[CH:23][CH:22]=[CH:21][CH:20]=1.O. (7) Given the product [Cl:18][C:19]1[CH:24]=[CH:23][CH:22]=[CH:21][C:20]=1[O:45][C:42]1[CH:43]=[CH:44][C:39]([C:36]23[CH2:37][CH2:38][CH:33]([N:30]4[CH2:31][CH2:32][S:27](=[O:46])(=[O:26])[N:28]=[C:29]42)[CH2:34][CH2:35]3)=[CH:40][CH:41]=1, predict the reactants needed to synthesize it. The reactants are: N1C=CC=CC=1C(O)=O.P([O-])([O-])([O-])=O.[K+].[K+].[K+].[Cl:18][C:19]1[CH:24]=[CH:23][CH:22]=[CH:21][C:20]=1I.[O:26]=[S:27]1(=[O:46])[CH2:32][CH2:31][N:30]2[CH:33]3[CH2:38][CH2:37][C:36]([C:39]4[CH:44]=[CH:43][C:42]([OH:45])=[CH:41][CH:40]=4)([C:29]2=[N:28]1)[CH2:35][CH2:34]3. (8) Given the product [C:3]([OH:27])(=[O:2])[C:4]1[CH:9]=[CH:8][CH:7]=[CH:6][CH:5]=1, predict the reactants needed to synthesize it. The reactants are: C[O:2][C:3](=[O:27])[C:4]1[CH:9]=[CH:8][C:7](C(C2C(O)=CC3C(C)(C)CCC(C)(C)C=3C=2)=O)=[CH:6][CH:5]=1.[OH-].[K+].BrCCCCCC. (9) Given the product [C:31]([C:30]1[CH:29]=[C:28]([C:24]2[O:25][C:26]([CH3:27])=[C:22]([CH2:21][O:20][C:19]3[CH:36]=[CH:37][C:16]([CH2:15][O:14][C:4]4[C:3](/[CH:1]=[CH:40]/[P:41](=[O:48])([O:45][CH2:46][CH3:47])[O:42][CH2:43][CH3:44])=[CH:7][N:6]([C:8]5[CH:13]=[CH:12][CH:11]=[CH:10][CH:9]=5)[N:5]=4)=[CH:17][C:18]=3[O:38][CH3:39])[N:23]=2)[CH:35]=[CH:34][CH:33]=1)#[N:32], predict the reactants needed to synthesize it. The reactants are: [CH:1]([C:3]1[C:4]([O:14][CH2:15][C:16]2[CH:37]=[CH:36][C:19]([O:20][CH2:21][C:22]3[N:23]=[C:24]([C:28]4[CH:29]=[C:30]([CH:33]=[CH:34][CH:35]=4)[C:31]#[N:32])[O:25][C:26]=3[CH3:27])=[C:18]([O:38][CH3:39])[CH:17]=2)=[N:5][N:6]([C:8]2[CH:13]=[CH:12][CH:11]=[CH:10][CH:9]=2)[CH:7]=1)=O.[CH2:40](P(=O)(OCC)OCC)[P:41](=[O:48])([O:45][CH2:46][CH3:47])[O:42][CH2:43][CH3:44].CN(C)C=O.[H-].[Na+].